This data is from NCI-60 drug combinations with 297,098 pairs across 59 cell lines. The task is: Regression. Given two drug SMILES strings and cell line genomic features, predict the synergy score measuring deviation from expected non-interaction effect. (1) Drug 1: C1=CC(=C2C(=C1NCCNCCO)C(=O)C3=C(C=CC(=C3C2=O)O)O)NCCNCCO. Drug 2: C1=NC2=C(N=C(N=C2N1C3C(C(C(O3)CO)O)O)F)N. Cell line: SW-620. Synergy scores: CSS=30.0, Synergy_ZIP=2.98, Synergy_Bliss=-6.12, Synergy_Loewe=-23.3, Synergy_HSA=-5.42. (2) Drug 1: C1CN1P(=S)(N2CC2)N3CC3. Drug 2: N.N.Cl[Pt+2]Cl. Cell line: BT-549. Synergy scores: CSS=22.1, Synergy_ZIP=-0.789, Synergy_Bliss=1.48, Synergy_Loewe=-2.39, Synergy_HSA=2.08. (3) Drug 1: CC(CN1CC(=O)NC(=O)C1)N2CC(=O)NC(=O)C2. Drug 2: CS(=O)(=O)CCNCC1=CC=C(O1)C2=CC3=C(C=C2)N=CN=C3NC4=CC(=C(C=C4)OCC5=CC(=CC=C5)F)Cl. Cell line: MCF7. Synergy scores: CSS=9.03, Synergy_ZIP=-5.25, Synergy_Bliss=-1.45, Synergy_Loewe=-3.76, Synergy_HSA=-2.92.